From a dataset of Forward reaction prediction with 1.9M reactions from USPTO patents (1976-2016). Predict the product of the given reaction. (1) Given the reactants [CH3:1][N:2]1[C@@H:19]2[CH2:20][C:7]3[CH:8]=[CH:9][C:10]([O:21][CH3:22])=[C:11]4[O:12][C@H:13]5[C:14]([CH2:16][CH2:17][C@@H:18]2[C@:5]5([C:6]=34)[CH2:4][CH2:3]1)=[O:15].C(O)(C(O)=O)C(O)C(O)=O.C([O-])(O)=O.[Na+], predict the reaction product. The product is: [CH3:1][N:2]1[C@@H:19]2[CH2:20][C:7]3[CH:8]=[CH:9][C:10]([O:21][CH3:22])=[C:11]4[O:12][C@H:13]5[C:14]([CH2:16][CH2:17][C@@H:18]2[C@:5]5([C:6]=34)[CH2:4][CH2:3]1)=[O:15]. (2) The product is: [Cl:20][C:17]1[CH:18]=[CH:19][C:14]2[N:13]=[N:12][C:11](=[O:21])[N:10]([CH2:9][CH2:8][N:5]3[CH2:6][CH2:7][CH:2]([NH:1][CH2:33][C:31]4[CH:30]=[CH:29][C:26]5[O:27][CH2:28][C:23](=[O:22])[NH:24][C:25]=5[N:32]=4)[CH2:3][CH2:4]3)[C:15]=2[CH:16]=1. Given the reactants [NH2:1][CH:2]1[CH2:7][CH2:6][N:5]([CH2:8][CH2:9][N:10]2[C:15]3[CH:16]=[C:17]([Cl:20])[CH:18]=[CH:19][C:14]=3[N:13]=[N:12][C:11]2=[O:21])[CH2:4][CH2:3]1.[O:22]=[C:23]1[CH2:28][O:27][C:26]2[CH:29]=[CH:30][C:31]([CH:33]=O)=[N:32][C:25]=2[NH:24]1.C(O[BH3-])(=O)C.[Na+].CO, predict the reaction product. (3) Given the reactants [C:1]([OH:5])(=[O:4])[CH:2]=[CH2:3].[C:6]([O:10][CH3:11])(=[O:9])[CH:7]=[CH2:8].C(OC(C)COC)(=O)C.CC(N=NC(C#N)(C)C)(C#N)C, predict the reaction product. The product is: [C:1]([OH:5])(=[O:4])[CH:2]=[CH2:3].[C:6]([O:10][CH3:11])(=[O:9])[CH:7]=[CH2:8]. (4) The product is: [CH3:44][O:43][CH2:42][O:41][C:32]1[CH:33]=[C:34]([O:37][CH2:38][O:39][CH3:40])[CH:35]=[CH:36][C:31]=1[C:12]1[N:11]([CH2:10][CH2:9][OH:8])[C:15]2=[N:16][C:17]([C:20]([O:22][CH2:23][CH3:24])=[O:21])=[CH:18][CH:19]=[C:14]2[C:13]=1[CH:25]1[CH2:26][CH2:27][CH2:28][CH2:29][CH2:30]1. Given the reactants C([O:8][CH2:9][CH2:10][N:11]1[C:15]2=[N:16][C:17]([C:20]([O:22][CH2:23][CH3:24])=[O:21])=[CH:18][CH:19]=[C:14]2[C:13]([CH:25]2[CH2:30][CH2:29][CH2:28][CH2:27][CH2:26]2)=[C:12]1[C:31]1[CH:36]=[CH:35][C:34]([O:37][CH2:38][O:39][CH3:40])=[CH:33][C:32]=1[O:41][CH2:42][O:43][CH3:44])C1C=CC=CC=1.[H][H], predict the reaction product. (5) Given the reactants [CH3:1][O:2][CH2:3][C:4]1[C:9]([CH2:10]O)=[C:8]([CH3:12])[N:7]=[C:6]([C:13]2[CH:18]=[CH:17][C:16]([O:19][C:20]([F:23])([F:22])[F:21])=[CH:15][CH:14]=2)[N:5]=1.S(Cl)([Cl:26])=O, predict the reaction product. The product is: [Cl:26][CH2:10][C:9]1[C:4]([CH2:3][O:2][CH3:1])=[N:5][C:6]([C:13]2[CH:18]=[CH:17][C:16]([O:19][C:20]([F:23])([F:22])[F:21])=[CH:15][CH:14]=2)=[N:7][C:8]=1[CH3:12]. (6) Given the reactants [Cl:1][C:2]1[N:7]=[CH:6][C:5]([NH2:8])=[C:4]([NH:9][CH:10]([CH:12]2[CH2:14][CH2:13]2)[CH3:11])[CH:3]=1.[CH2:15](OC(OCC)OCC)[CH3:16], predict the reaction product. The product is: [Cl:1][C:2]1[N:7]=[CH:6][C:5]2[N:8]=[C:15]([CH3:16])[N:9]([CH:10]([CH:12]3[CH2:14][CH2:13]3)[CH3:11])[C:4]=2[CH:3]=1.